This data is from Full USPTO retrosynthesis dataset with 1.9M reactions from patents (1976-2016). The task is: Predict the reactants needed to synthesize the given product. (1) Given the product [CH:1]1([C:4]2[CH:5]=[CH:6][C:7]3[O:11][C:10]([CH:12]([OH:16])[CH:13]([CH3:14])[CH3:15])=[C:9]([CH3:17])[C:8]=3[CH:18]=2)[CH2:2][CH2:3]1, predict the reactants needed to synthesize it. The reactants are: [CH:1]1([C:4]2[CH:5]=[CH:6][C:7]3[O:11][C:10]([C:12](=[O:16])[CH:13]([CH3:15])[CH3:14])=[C:9]([CH3:17])[C:8]=3[CH:18]=2)[CH2:3][CH2:2]1.[BH4-].[Na+]. (2) Given the product [CH2:1]([O:3][C:4]([C:6]1[C:10]([CH3:11])=[CH:9][NH:8][C:7]=1[CH2:12][CH2:13][NH:14][CH2:15][CH2:16][N:17]([CH3:19])[CH3:18])=[O:5])[CH3:2], predict the reactants needed to synthesize it. The reactants are: [CH2:1]([O:3][C:4]([C:6]1[C:10]([CH3:11])=[CH:9][NH:8][C:7]=1[CH2:12][C:13](=O)[NH:14][CH2:15][CH2:16][N:17]([CH3:19])[CH3:18])=[O:5])[CH3:2].O.Cl.[OH-].[Na+]. (3) Given the product [CH2:13]([C:12]1([C:17]2[CH:18]=[CH:19][CH:20]=[CH:21][CH:22]=2)[O:16][C:31](=[O:33])[N:9]([CH2:1][CH2:2][C:3]2[CH:8]=[CH:7][CH:6]=[CH:5][CH:4]=2)[CH2:10][CH2:11]1)[CH:14]=[CH2:15], predict the reactants needed to synthesize it. The reactants are: [CH2:1]([NH:9][CH2:10][CH2:11][C:12]([C:17]1[CH:22]=[CH:21][CH:20]=[CH:19][CH:18]=1)([OH:16])[CH2:13][CH:14]=[CH2:15])[CH2:2][C:3]1[CH:8]=[CH:7][CH:6]=[CH:5][CH:4]=1.CCN(CC)CC.Cl[C:31](Cl)([O:33]C(=O)OC(Cl)(Cl)Cl)Cl. (4) Given the product [F:22][C:21]([F:24])([F:23])[C:18]1[CH:19]=[CH:20][C:15]([C:12]2[CH:11]=[C:10]([CH2:9][CH2:8][CH2:7][CH2:6][O:5][C:28]3[CH:37]=[CH:36][C:31]([C:32]([OH:34])=[O:33])=[CH:30][CH:29]=3)[O:14][N:13]=2)=[CH:16][CH:17]=1, predict the reactants needed to synthesize it. The reactants are: CS([O:5][CH2:6][CH2:7][CH2:8][CH2:9][C:10]1[O:14][N:13]=[C:12]([C:15]2[CH:20]=[CH:19][C:18]([C:21]([F:24])([F:23])[F:22])=[CH:17][CH:16]=2)[CH:11]=1)(=O)=O.[I-].[Na+].O[C:28]1[CH:37]=[CH:36][C:31]([C:32]([O:34]C)=[O:33])=[CH:30][CH:29]=1.C(=O)([O-])[O-].[K+].[K+].Cl.